From a dataset of Full USPTO retrosynthesis dataset with 1.9M reactions from patents (1976-2016). Predict the reactants needed to synthesize the given product. (1) Given the product [NH2:1][C:2]1[N:3]=[CH:4][C:5]([C:8]2[C:9]([F:27])=[C:10]([C:20]([CH:23]3[CH2:24][CH2:25][CH2:26]3)=[CH:21][CH:22]=2)[O:11][CH2:12][C:13]([OH:15])=[O:14])=[N:6][CH:7]=1, predict the reactants needed to synthesize it. The reactants are: [NH2:1][C:2]1[N:3]=[CH:4][C:5]([C:8]2[C:9]([F:27])=[C:10]([C:20]([CH:23]3[CH2:26][CH2:25][CH2:24]3)=[CH:21][CH:22]=2)[O:11][CH2:12][C:13]([O:15]C(C)(C)C)=[O:14])=[N:6][CH:7]=1. (2) Given the product [Na+:37].[C:1]([C:5]1[N:6](/[CH:23]=[CH:24]/[C@H:25]([OH:35])[CH2:26][C@H:27]([OH:34])[CH2:28][C:29]([O-:31])=[O:30])[C:7]([C:17]2[CH:22]=[CH:21][N:20]=[CH:19][CH:18]=2)=[C:8]([C:10]2[CH:15]=[CH:14][C:13]([F:16])=[CH:12][CH:11]=2)[N:9]=1)([CH3:4])([CH3:2])[CH3:3], predict the reactants needed to synthesize it. The reactants are: [C:1]([C:5]1[N:6](/[CH:23]=[CH:24]/[C@H:25]([OH:35])[CH2:26][C@H:27]([OH:34])[CH2:28][C:29]([O:31]CC)=[O:30])[C:7]([C:17]2[CH:22]=[CH:21][N:20]=[CH:19][CH:18]=2)=[C:8]([C:10]2[CH:15]=[CH:14][C:13]([F:16])=[CH:12][CH:11]=2)[N:9]=1)([CH3:4])([CH3:3])[CH3:2].[OH-].[Na+:37]. (3) Given the product [F:21][C:22]1[CH:30]=[CH:29][C:25]([C:26]([NH:1][CH:2]([C:3]2[CH:8]=[CH:7][CH:6]=[CH:5][CH:4]=2)[C:9]2[CH:14]=[CH:13][CH:12]=[CH:11][CH:10]=2)=[O:27])=[CH:24][CH:23]=1, predict the reactants needed to synthesize it. The reactants are: [NH2:1][CH:2]([C:9]1[CH:14]=[CH:13][CH:12]=[CH:11][CH:10]=1)[C:3]1[CH:8]=[CH:7][CH:6]=[CH:5][CH:4]=1.N1C=CC=CC=1.[F:21][C:22]1[CH:30]=[CH:29][C:25]([C:26](Cl)=[O:27])=[CH:24][CH:23]=1.O. (4) Given the product [Cl:17][C:18]1[CH:19]=[C:20]([C:26]([F:27])([F:28])[F:29])[CH:21]=[C:22]([Cl:25])[C:23]=1[C:7]1[CH:6]=[C:5]([S:4][CH:1]([CH3:3])[CH3:2])[CH:10]=[CH:9][CH:8]=1, predict the reactants needed to synthesize it. The reactants are: [CH:1]([S:4][C:5]1[CH:10]=[CH:9][CH:8]=[C:7](I)[CH:6]=1)([CH3:3])[CH3:2].C([Li])CCC.[Cl:17][C:18]1[CH:19]=[C:20]([C:26]([F:29])([F:28])[F:27])[CH:21]=[C:22]([Cl:25])[C:23]=1F.O. (5) Given the product [NH2:28][C:13]1[CH:12]=[CH:11][C:10]([F:9])=[CH:27][C:14]=1[NH:15][C:16]1[S:20][C:19]2[CH:21]=[CH:22][CH:23]=[CH:24][C:18]=2[C:17]=1[C:25]#[N:26], predict the reactants needed to synthesize it. The reactants are: S(S([O-])=O)([O-])=O.[Na+].[Na+].[F:9][C:10]1[CH:11]=[CH:12][C:13]([N+:28]([O-])=O)=[C:14]([CH:27]=1)[NH:15][C:16]1[S:20][C:19]2[CH:21]=[CH:22][CH:23]=[CH:24][C:18]=2[C:17]=1[C:25]#[N:26].O.